Dataset: Forward reaction prediction with 1.9M reactions from USPTO patents (1976-2016). Task: Predict the product of the given reaction. (1) Given the reactants [CH2:1]([O:3][C:4](=[O:21])[CH2:5][C:6]1[CH:11]=[CH:10][C:9]([N+:12]([O-])=O)=[C:8]([O:15][CH2:16][C:17]([F:20])([F:19])[F:18])[CH:7]=1)[CH3:2].[Sn](Cl)Cl.O, predict the reaction product. The product is: [CH2:1]([O:3][C:4](=[O:21])[CH2:5][C:6]1[CH:11]=[CH:10][C:9]([NH2:12])=[C:8]([O:15][CH2:16][C:17]([F:19])([F:20])[F:18])[CH:7]=1)[CH3:2]. (2) The product is: [OH:6][CH2:5][CH2:4][S:3][C:8]1[C:13]([N:14]2[CH2:15][CH2:16][N:17]([C:20]([O:22][C:23]([CH3:26])([CH3:25])[CH3:24])=[O:21])[CH2:18][CH2:19]2)=[N:12][CH:11]=[CH:10][N:9]=1. Given the reactants [OH-].[Na+].[SH:3][CH2:4][CH2:5][OH:6].Cl[C:8]1[C:13]([N:14]2[CH2:19][CH2:18][N:17]([C:20]([O:22][C:23]([CH3:26])([CH3:25])[CH3:24])=[O:21])[CH2:16][CH2:15]2)=[N:12][CH:11]=[CH:10][N:9]=1, predict the reaction product.